Dataset: Full USPTO retrosynthesis dataset with 1.9M reactions from patents (1976-2016). Task: Predict the reactants needed to synthesize the given product. (1) Given the product [CH:20]1([N:19]([CH3:18])[C:2]2[C:3](=[O:16])[NH:4][C:5]3[C:10]([N:11]=2)=[CH:9][C:8]([C:12]([O:14][CH3:15])=[O:13])=[CH:7][CH:6]=3)[CH2:22][CH2:21]1, predict the reactants needed to synthesize it. The reactants are: Cl[C:2]1[C:3](=[O:16])[NH:4][C:5]2[C:10]([N:11]=1)=[CH:9][C:8]([C:12]([O:14][CH3:15])=[O:13])=[CH:7][CH:6]=2.Cl.[CH3:18][NH:19][CH:20]1[CH2:22][CH2:21]1.CCN(C(C)C)C(C)C. (2) Given the product [CH3:20][C:21]1[N:22]([C:2]2[CH:3]=[C:4]([NH:9][C:10]3[N:15]=[C:14]([C:16]([F:19])([F:18])[F:17])[CH:13]=[CH:12][N:11]=3)[CH:5]=[C:6]([CH3:8])[CH:7]=2)[CH:23]=[C:24]([C:26]([O:28][CH2:29][CH3:30])=[O:27])[N:25]=1, predict the reactants needed to synthesize it. The reactants are: I[C:2]1[CH:3]=[C:4]([NH:9][C:10]2[N:15]=[C:14]([C:16]([F:19])([F:18])[F:17])[CH:13]=[CH:12][N:11]=2)[CH:5]=[C:6]([CH3:8])[CH:7]=1.[CH3:20][C:21]1[NH:22][CH:23]=[C:24]([C:26]([O:28][CH2:29][CH3:30])=[O:27])[N:25]=1.C([O-])([O-])=O.[K+].[K+].N1CCC[C@H]1C(O)=O. (3) Given the product [CH3:34][CH2:24][CH2:25][CH:26]([CH3:32])[CH3:27].[Cl:1][C:2]1[CH:3]=[C:4]([CH:19]=[CH:20][C:21]=1[Cl:22])[O:5][CH:6]1[CH2:7][CH2:8][N:9]([CH2:12][CH:13]2[CH2:14][CH2:15][N:16]([C:24]3[CH:25]=[C:26]([CH:32]=[CH:33][CH:34]=3)[C:27]([O:29][CH2:30][CH3:31])=[O:28])[CH2:17][CH2:18]2)[CH2:10][CH2:11]1, predict the reactants needed to synthesize it. The reactants are: [Cl:1][C:2]1[CH:3]=[C:4]([CH:19]=[CH:20][C:21]=1[Cl:22])[O:5][CH:6]1[CH2:11][CH2:10][N:9]([CH2:12][CH:13]2[CH2:18][CH2:17][NH:16][CH2:15][CH2:14]2)[CH2:8][CH2:7]1.I[C:24]1[CH:25]=[C:26]([CH:32]=[CH:33][CH:34]=1)[C:27]([O:29][CH2:30][CH3:31])=[O:28].C(=O)([O-])[O-].[Cs+].[Cs+].O. (4) The reactants are: [CH:1]1([CH2:4][NH2:5])[CH2:3][CH2:2]1.C(N(CC)CC)C.Cl.[F:14][C:15]([F:49])([F:48])[C:16]1[CH:21]=[C:20]([C:22]2[CH:27]=[CH:26][C:25]([C:28]([F:31])([F:30])[F:29])=[CH:24][CH:23]=2)[N:19]=[C:18]([C:32]2[CH:37]=[CH:36][N:35]=[C:34]([C:38]3[CH:39]=[C:40]([S:44](Cl)(=[O:46])=[O:45])[CH:41]=[CH:42][CH:43]=3)[CH:33]=2)[N:17]=1. Given the product [CH:1]1([CH2:4][NH:5][S:44]([C:40]2[CH:41]=[CH:42][CH:43]=[C:38]([C:34]3[CH:33]=[C:32]([C:18]4[N:17]=[C:16]([C:15]([F:14])([F:48])[F:49])[CH:21]=[C:20]([C:22]5[CH:27]=[CH:26][C:25]([C:28]([F:31])([F:29])[F:30])=[CH:24][CH:23]=5)[N:19]=4)[CH:37]=[CH:36][N:35]=3)[CH:39]=2)(=[O:45])=[O:46])[CH2:3][CH2:2]1, predict the reactants needed to synthesize it.